Dataset: Full USPTO retrosynthesis dataset with 1.9M reactions from patents (1976-2016). Task: Predict the reactants needed to synthesize the given product. (1) Given the product [NH2:5][C:4]1[C:3]2[C:2](=[CH:9][CH:8]=[CH:7][C:6]=2[O:10][CH2:11][CH:12]2[CH2:16][CH2:15][CH2:14][CH2:13]2)[N:1]=[C:19]([CH3:21])[C:18]=1[C:17]([O:23][CH2:24][CH3:25])=[O:22], predict the reactants needed to synthesize it. The reactants are: [NH2:1][C:2]1[CH:9]=[CH:8][CH:7]=[C:6]([O:10][CH2:11][CH:12]2[CH2:16][CH2:15][CH2:14][CH2:13]2)[C:3]=1[C:4]#[N:5].[C:17]([O:23][CH2:24][CH3:25])(=[O:22])[CH2:18][C:19]([CH3:21])=O.Cl[Sn](Cl)(Cl)Cl. (2) The reactants are: [NH2:1][C@H:2]([C:25]1[CH:30]=[CH:29][C:28]([O:31][CH2:32][C:33](=[O:49])[N:34]([CH2:42][CH2:43][O:44][Si](C)(C)C)[CH2:35][CH2:36][O:37][Si](C)(C)C)=[CH:27][CH:26]=1)[C:3]([NH:5][C@H:6]([C:15]1[NH:19][C:18]2[CH:20]=[C:21]([I:24])[CH:22]=[CH:23][C:17]=2[N:16]=1)[C@H:7]([C:9]1[CH:14]=[CH:13][CH:12]=[CH:11][CH:10]=1)[CH3:8])=[O:4].[O:50]=[C:51](Cl)OC(Cl)(Cl)Cl. Given the product [OH:37][CH2:36][CH2:35][N:34]([CH2:42][CH2:43][OH:44])[C:33](=[O:49])[CH2:32][O:31][C:28]1[CH:29]=[CH:30][C:25]([C@@H:2]2[C:3](=[O:4])[N:5]([C@H:6]([C:15]3[NH:19][C:18]4[CH:20]=[C:21]([I:24])[CH:22]=[CH:23][C:17]=4[N:16]=3)[C@H:7]([C:9]3[CH:14]=[CH:13][CH:12]=[CH:11][CH:10]=3)[CH3:8])[C:51](=[O:50])[NH:1]2)=[CH:26][CH:27]=1, predict the reactants needed to synthesize it. (3) Given the product [Cl:1][C:2]1[CH:14]=[CH:13][C:5]2[NH:6][C:7]([C:9]([N:28]3[CH2:27][C@@H:23]4[C@@H:22]([NH:21][CH2:26][CH2:25][CH2:24]4)[CH2:29]3)=[O:16])=[N:8][C:4]=2[CH:3]=1, predict the reactants needed to synthesize it. The reactants are: [Cl:1][C:2]1[CH:14]=[CH:13][C:5]2[NH:6][C:7]([C:9](Cl)(Cl)Cl)=[N:8][C:4]=2[CH:3]=1.C([O-])([O-])=[O:16].[K+].[K+].[NH:21]1[CH2:26][CH2:25][CH2:24][C@@H:23]2[CH2:27][NH:28][CH2:29][C@H:22]12. (4) Given the product [C:1]([O:5][C:6](=[O:41])[NH:7][C@H:8]1[CH2:9][CH2:10][C@@H:11]([N:14]2[C:19](=[O:20])[C:18]3[CH:21]=[C:22]([F:25])[CH:23]=[N:24][C:17]=3[N:16]([C:26]3[CH:27]=[C:28]([C:32]4[CH:33]=[CH:34][C:35]([CH2:38][N:48]5[CH2:49][CH2:50][N:45]([CH:42]([CH3:44])[CH3:43])[CH2:46][CH2:47]5)=[CH:36][CH:37]=4)[CH:29]=[CH:30][CH:31]=3)[C:15]2=[O:40])[CH2:12][CH2:13]1)([CH3:2])([CH3:3])[CH3:4], predict the reactants needed to synthesize it. The reactants are: [C:1]([O:5][C:6](=[O:41])[NH:7][C@H:8]1[CH2:13][CH2:12][C@@H:11]([N:14]2[C:19](=[O:20])[C:18]3[CH:21]=[C:22]([F:25])[CH:23]=[N:24][C:17]=3[N:16]([C:26]3[CH:27]=[C:28]([C:32]4[CH:37]=[CH:36][C:35]([CH:38]=O)=[CH:34][CH:33]=4)[CH:29]=[CH:30][CH:31]=3)[C:15]2=[O:40])[CH2:10][CH2:9]1)([CH3:4])([CH3:3])[CH3:2].[CH:42]([N:45]1[CH2:50][CH2:49][NH:48][CH2:47][CH2:46]1)([CH3:44])[CH3:43].